Dataset: Peptide-MHC class I binding affinity with 185,985 pairs from IEDB/IMGT. Task: Regression. Given a peptide amino acid sequence and an MHC pseudo amino acid sequence, predict their binding affinity value. This is MHC class I binding data. (1) The peptide sequence is YLQYSISTA. The MHC is HLA-A24:03 with pseudo-sequence HLA-A24:03. The binding affinity (normalized) is 0.0847. (2) The peptide sequence is RHYKRWPFY. The MHC is HLA-B08:03 with pseudo-sequence HLA-B08:03. The binding affinity (normalized) is 0.0847. (3) The peptide sequence is LQMEDKAWLV. The MHC is HLA-A02:06 with pseudo-sequence HLA-A02:06. The binding affinity (normalized) is 0.907.